This data is from Forward reaction prediction with 1.9M reactions from USPTO patents (1976-2016). The task is: Predict the product of the given reaction. (1) Given the reactants C(OC([N:8]([O:33][C:34]([O:36][C:37]([CH3:40])([CH3:39])[CH3:38])=[O:35])[C:9]1([CH3:32])[C:13](=[O:14])[N:12]([CH3:15])[N:11]=[C:10]1[C:16]1[CH:21]=[CH:20][C:19]([S:22]([CH3:31])(=[O:30])=[N:23]C(=O)C(F)(F)F)=[CH:18][CH:17]=1)=O)(C)(C)C.[C:41](=[O:44])([O-])[O-:42].[K+].[K+], predict the reaction product. The product is: [C:9]([O:42][C:41]([N:11]1[CH:10]([C:16]2[CH:17]=[CH:18][C:19]([S:22](=[NH:23])([CH3:31])=[O:30])=[CH:20][CH:21]=2)[C:9]([NH:8][O:33][C:34]([O:36][C:37]([CH3:38])([CH3:40])[CH3:39])=[O:35])([CH3:32])[C:13](=[O:14])[N:12]1[CH3:15])=[O:44])([CH3:32])([CH3:13])[CH3:10]. (2) Given the reactants [CH3:1][O:2][C:3]1[CH:8]=[CH:7][C:6]([NH2:9])=[C:5]([CH3:10])[CH:4]=1.CN(C)CC.[C:16](OC(=O)C)(=[O:18])[CH3:17], predict the reaction product. The product is: [CH3:1][O:2][C:3]1[CH:8]=[CH:7][C:6]([NH:9][C:16](=[O:18])[CH3:17])=[C:5]([CH3:10])[CH:4]=1. (3) Given the reactants Br[C:2]1[CH:7]=[C:6]([C:8]#[N:9])[CH:5]=[CH:4][C:3]=1[NH:10][C@H:11]1[CH2:15][CH2:14][C@@H:13]([C:16]([O:18][CH2:19][CH3:20])=[O:17])[CH2:12]1.[C:21](=O)([O-])[O-].[Cs+].[Cs+].CB1OB(C)OB(C)O1, predict the reaction product. The product is: [C:8]([C:6]1[CH:5]=[CH:4][C:3]([NH:10][C@H:11]2[CH2:15][CH2:14][C@@H:13]([C:16]([O:18][CH2:19][CH3:20])=[O:17])[CH2:12]2)=[C:2]([CH3:21])[CH:7]=1)#[N:9]. (4) Given the reactants N1C=CN=[C:2]1[NH:6][C:7]([C:9]1[C:17]2[N:16]=[C:15]([NH:18][C:19]([C:21]3[N:22]=[CH:23][C:24]4[C:29]([CH:30]=3)=[CH:28][CH:27]=[CH:26][CH:25]=4)=[O:20])[NH:14][C:13]=2[CH:12]=[CH:11][CH:10]=1)=[O:8].CN(C(O[N:39]1N=N[C:41]2[CH:42]=[CH:43][CH:44]=C[C:40]1=2)=[N+](C)C)C.F[P-](F)(F)(F)(F)F.CCN(C(C)C)C(C)C.C1(N)C(N)=CC=CC=1, predict the reaction product. The product is: [NH2:39][C:40]1[CH:41]=[CH:42][CH:43]=[CH:44][C:2]=1[NH:6][C:7]([C:9]1[C:17]2[NH:16][C:15]([NH:18][C:19]([C:21]3[C:30]4[C:25](=[CH:26][CH:27]=[CH:28][CH:29]=4)[CH:24]=[CH:23][N:22]=3)=[O:20])=[N:14][C:13]=2[CH:12]=[CH:11][CH:10]=1)=[O:8]. (5) Given the reactants [NH2:1][CH2:2][C:3]1[CH:17]=[CH:16][C:6]([CH2:7][NH:8][C:9](=[O:15])[O:10][C:11]([CH3:14])([CH3:13])[CH3:12])=[CH:5][CH:4]=1.[C:18]1(=[O:24])[O:23][C:21](=[O:22])[CH2:20][CH2:19]1, predict the reaction product. The product is: [C:11]([O:10][C:9]([NH:8][CH2:7][C:6]1[CH:16]=[CH:17][C:3]([CH2:2][NH:1][C:18](=[O:24])[CH2:19][CH2:20][C:21]([OH:23])=[O:22])=[CH:4][CH:5]=1)=[O:15])([CH3:12])([CH3:13])[CH3:14]. (6) Given the reactants FC(F)(F)C(O)=O.COC1C=C(OC)C=CC=1C[N:13]([C:33]1[CH:38]=[CH:37][C:36]([O:39][CH2:40][CH2:41][C:42]2[CH:47]=[CH:46][CH:45]=[CH:44][N:43]=2)=[CH:35][C:34]=1[F:48])[S:14]([C:17]1[CH:18]=[C:19]2[C:24](=[CH:25][CH:26]=1)[CH2:23][N:22]([C:27](=[O:32])[C:28]([F:31])([F:30])[F:29])[CH2:21][CH2:20]2)(=[O:16])=[O:15].C(=O)([O-])O.[Na+], predict the reaction product. The product is: [F:48][C:34]1[CH:35]=[C:36]([O:39][CH2:40][CH2:41][C:42]2[CH:47]=[CH:46][CH:45]=[CH:44][N:43]=2)[CH:37]=[CH:38][C:33]=1[NH:13][S:14]([C:17]1[CH:18]=[C:19]2[C:24](=[CH:25][CH:26]=1)[CH2:23][N:22]([C:27](=[O:32])[C:28]([F:29])([F:31])[F:30])[CH2:21][CH2:20]2)(=[O:15])=[O:16]. (7) Given the reactants Br[C:2]1[CH:7]=[CH:6][C:5]([C:8]2[N:12]([C:13]3[CH:14]=[N:15][CH:16]=[CH:17][CH:18]=3)[N:11]=[C:10]([C:19]([O:21][CH2:22][CH3:23])=[O:20])[CH:9]=2)=[CH:4][CH:3]=1.[NH3:24].[C:25](OCC)(=O)C.C(Cl)(Cl)Cl, predict the reaction product. The product is: [C:25]([C:2]1[CH:7]=[CH:6][C:5]([C:8]2[N:12]([C:13]3[CH:14]=[N:15][CH:16]=[CH:17][CH:18]=3)[N:11]=[C:10]([C:19]([O:21][CH2:22][CH3:23])=[O:20])[CH:9]=2)=[CH:4][CH:3]=1)#[N:24]. (8) Given the reactants [Cl:1][C:2]1[CH:10]=[CH:9][CH:8]=[CH:7][C:3]=1[C:4]([OH:6])=[O:5].OS(O)(=O)=O.[F:16][C:17]([F:24])([F:23])[C:18]([NH:20][CH2:21]O)=[O:19], predict the reaction product. The product is: [Cl:1][C:2]1[CH:10]=[CH:9][C:8]([CH2:21][NH:20][C:18](=[O:19])[C:17]([F:24])([F:23])[F:16])=[CH:7][C:3]=1[C:4]([OH:6])=[O:5]. (9) Given the reactants [F:1][C:2]1([N:14]2[C:22](=[O:23])[C:21]3[C:16](=[CH:17][CH:18]=[CH:19][C:20]=3[N+:24]([O-])=O)[C:15]2=[O:27])[CH2:7][CH:6]([O:8][C:9](=[O:11])[CH3:10])[C:5](=[O:12])[NH:4][C:3]1=[O:13], predict the reaction product. The product is: [NH2:24][C:20]1[CH:19]=[CH:18][CH:17]=[C:16]2[C:21]=1[C:22](=[O:23])[N:14]([C:2]1([F:1])[CH2:7][CH:6]([O:8][C:9](=[O:11])[CH3:10])[C:5](=[O:12])[NH:4][C:3]1=[O:13])[C:15]2=[O:27]. (10) Given the reactants [C:1]1([C:5]([OH:7])=[O:6])[CH2:4][CH2:3][CH:2]=1.C(Cl)(=O)C(Cl)=O.[Cl:14][CH2:15][CH2:16][CH2:17][CH2:18]O.C(N(CC)CC)C.C1(C(Cl)=O)CCC=1, predict the reaction product. The product is: [Cl:14][CH2:15][CH2:16][CH2:17][CH2:18][O:6][C:5]([C:1]1[CH2:4][CH2:3][CH:2]=1)=[O:7].